Dataset: Forward reaction prediction with 1.9M reactions from USPTO patents (1976-2016). Task: Predict the product of the given reaction. (1) The product is: [CH3:8][NH:11][C@H:15]([CH3:23])[CH2:16][C:17]1[CH:22]=[CH:21][CH:20]=[CH:19][CH:18]=1. Given the reactants [H-].[H-].[H-].[H-].[Li+].[Al+3].C[C:8]([N:11]([C@H:15]([CH3:23])[CH2:16][C:17]1[CH:22]=[CH:21][CH:20]=[CH:19][CH:18]=1)C(=O)[O-])(C)C, predict the reaction product. (2) Given the reactants [CH2:1]([O:3][C:4]([C:6]1[N:10]([CH2:11][C:12]2[CH:17]=[CH:16][C:15]([C:18]3[CH:23]=[CH:22][CH:21]=[CH:20][C:19]=3[C:24]3[N:28]([C:29]([C:42]4[CH:47]=[CH:46][CH:45]=[CH:44][CH:43]=4)([C:36]4[CH:41]=[CH:40][CH:39]=[CH:38][CH:37]=4)[C:30]4[CH:35]=[CH:34][CH:33]=[CH:32][CH:31]=4)[N:27]=[N:26][N:25]=3)=[CH:14][CH:13]=2)[C:9]([CH2:48][CH2:49][CH3:50])=[N:8][C:7]=1[CH:51]([S:53][CH2:54][C:55]1[CH:56]=[CH:57][C:58]([O:61][C:62]2[CH:67]=[CH:66][C:65]([N+:68]([O-])=O)=[C:64]([N:71]([C:73]([O:75][C:76]([CH3:79])([CH3:78])[CH3:77])=[O:74])[CH3:72])[CH:63]=2)=[N:59][CH:60]=1)[CH3:52])=[O:5])[CH3:2].[H][H], predict the reaction product. The product is: [CH2:1]([O:3][C:4]([C:6]1[N:10]([CH2:11][C:12]2[CH:17]=[CH:16][C:15]([C:18]3[CH:23]=[CH:22][CH:21]=[CH:20][C:19]=3[C:24]3[N:28]([C:29]([C:30]4[CH:35]=[CH:34][CH:33]=[CH:32][CH:31]=4)([C:36]4[CH:41]=[CH:40][CH:39]=[CH:38][CH:37]=4)[C:42]4[CH:43]=[CH:44][CH:45]=[CH:46][CH:47]=4)[N:27]=[N:26][N:25]=3)=[CH:14][CH:13]=2)[C:9]([CH2:48][CH2:49][CH3:50])=[N:8][C:7]=1[CH:51]([S:53][CH2:54][C:55]1[CH:56]=[CH:57][C:58]([O:61][C:62]2[CH:67]=[CH:66][C:65]([NH2:68])=[C:64]([N:71]([C:73]([O:75][C:76]([CH3:79])([CH3:77])[CH3:78])=[O:74])[CH3:72])[CH:63]=2)=[N:59][CH:60]=1)[CH3:52])=[O:5])[CH3:2]. (3) Given the reactants Cl.[C:2]([NH:6][OH:7])([CH3:5])([CH3:4])[CH3:3].[CH:8]([C:10]1[CH:18]=[CH:17][C:13]([C:14]([OH:16])=[O:15])=[CH:12][CH:11]=1)=O, predict the reaction product. The product is: [C:2]([N+:6]([O-:7])=[CH:8][C:10]1[CH:18]=[CH:17][C:13]([C:14]([OH:16])=[O:15])=[CH:12][CH:11]=1)([CH3:5])([CH3:4])[CH3:3].